Dataset: NCI-60 drug combinations with 297,098 pairs across 59 cell lines. Task: Regression. Given two drug SMILES strings and cell line genomic features, predict the synergy score measuring deviation from expected non-interaction effect. (1) Drug 1: CC1C(C(CC(O1)OC2CC(OC(C2O)C)OC3=CC4=CC5=C(C(=O)C(C(C5)C(C(=O)C(C(C)O)O)OC)OC6CC(C(C(O6)C)O)OC7CC(C(C(O7)C)O)OC8CC(C(C(O8)C)O)(C)O)C(=C4C(=C3C)O)O)O)O. Drug 2: CC1=C(N=C(N=C1N)C(CC(=O)N)NCC(C(=O)N)N)C(=O)NC(C(C2=CN=CN2)OC3C(C(C(C(O3)CO)O)O)OC4C(C(C(C(O4)CO)O)OC(=O)N)O)C(=O)NC(C)C(C(C)C(=O)NC(C(C)O)C(=O)NCCC5=NC(=CS5)C6=NC(=CS6)C(=O)NCCC[S+](C)C)O. Cell line: OVCAR3. Synergy scores: CSS=48.1, Synergy_ZIP=-0.573, Synergy_Bliss=6.02, Synergy_Loewe=2.62, Synergy_HSA=3.18. (2) Drug 1: C1CC(=O)NC(=O)C1N2CC3=C(C2=O)C=CC=C3N. Drug 2: CC12CCC3C(C1CCC2=O)CC(=C)C4=CC(=O)C=CC34C. Cell line: U251. Synergy scores: CSS=24.3, Synergy_ZIP=-1.61, Synergy_Bliss=-4.41, Synergy_Loewe=-20.8, Synergy_HSA=-2.27.